Dataset: Choline transporter screen with 302,306 compounds. Task: Binary Classification. Given a drug SMILES string, predict its activity (active/inactive) in a high-throughput screening assay against a specified biological target. (1) The drug is S(=O)(=O)(N(Cc1ccc(cc1)C(=O)N\N=C1/CCCC(=O)C1)C)c1ccc(cc1)C. The result is 0 (inactive). (2) The compound is Cl\C(=C/Cn1c2c(n(c(=O)[nH]c2=O)C)nc1SCCN1CCOCC1)C. The result is 0 (inactive). (3) The molecule is S(c1nnc(c2occc2)cc1)C. The result is 0 (inactive). (4) The drug is Clc1ccc(S(=O)(=O)NC2CC2)cc1. The result is 0 (inactive). (5) The molecule is S(C(C(=O)NC1CCCCC1)C)c1n(c(nn1)c1ccncc1)C. The result is 0 (inactive). (6) The drug is s1c(NC(=O)CCC(=O)N(Cc2ccccc2)CC(=O)NCc2occc2)ncc1. The result is 0 (inactive). (7) The molecule is O=C(Nc1cc2nn(nc2cc1)c1ccc(cc1)C)c1c(c([N+]([O-])=O)ccc1)C. The result is 0 (inactive). (8) The result is 0 (inactive). The drug is O(CC(=O)N1CCCc2c1cccc2)C(=O)C(NC(=O)c1ccccc1)C(C)C. (9) The drug is O=c1n(CCCC(=O)NCCCOC)c(=O)c2c(n1CC(=O)Nc1c(cc(cc1C)C)C)cccc2. The result is 0 (inactive).